The task is: Predict which catalyst facilitates the given reaction.. This data is from Catalyst prediction with 721,799 reactions and 888 catalyst types from USPTO. (1) Reactant: [NH2:1][C:2]1[C:21]([C:22](ON2C3C=CC=CC=3N=N2)=[O:23])=[C:5]2[N:6]=[C:7]3[CH2:13][CH2:12][N:11]([C:14]([O:16][C:17]([CH3:20])([CH3:19])[CH3:18])=[O:15])[CH2:10][C:8]3=[CH:9][N:4]2[N:3]=1.[CH:34]1([C:37]2[CH:42]=[CH:41][N:40]=[CH:39][C:38]=2[NH2:43])[CH2:36][CH2:35]1. Product: [NH2:1][C:2]1[C:21]([C:22](=[O:23])[NH:43][C:38]2[CH:39]=[N:40][CH:41]=[CH:42][C:37]=2[CH:34]2[CH2:36][CH2:35]2)=[C:5]2[N:6]=[C:7]3[CH2:13][CH2:12][N:11]([C:14]([O:16][C:17]([CH3:20])([CH3:19])[CH3:18])=[O:15])[CH2:10][C:8]3=[CH:9][N:4]2[N:3]=1. The catalyst class is: 37. (2) Reactant: [CH3:1][O:2][C:3]([C:5]1[C:6]2[CH:7]=[CH:8][N:9](O)[C:10]=2[CH:11]=[C:12]([NH:14][C:15](=[O:17])[CH3:16])[CH:13]=1)=[O:4].CO. Product: [CH3:1][O:2][C:3]([C:5]1[C:6]2[CH:7]=[CH:8][NH:9][C:10]=2[CH:11]=[C:12]([NH:14][C:15](=[O:17])[CH3:16])[CH:13]=1)=[O:4]. The catalyst class is: 183.